From a dataset of Peptide-MHC class II binding affinity with 134,281 pairs from IEDB. Regression. Given a peptide amino acid sequence and an MHC pseudo amino acid sequence, predict their binding affinity value. This is MHC class II binding data. (1) The binding affinity (normalized) is 0. The peptide sequence is KNLYEKVKSQLKNNAKEEIGNGC. The MHC is DRB1_0101 with pseudo-sequence DRB1_0101. (2) The peptide sequence is TVWEQILNTWLVKPG. The MHC is HLA-DQA10301-DQB10302 with pseudo-sequence HLA-DQA10301-DQB10302. The binding affinity (normalized) is 0.145. (3) The peptide sequence is DAAFKIAATAANAAP. The MHC is HLA-DQA10401-DQB10402 with pseudo-sequence HLA-DQA10401-DQB10402. The binding affinity (normalized) is 0.325. (4) The peptide sequence is GNPGEPGEPGVSGPMG. The MHC is HLA-DQA10301-DQB10302 with pseudo-sequence HLA-DQA10301-DQB10302. The binding affinity (normalized) is 0. (5) The peptide sequence is YCKFLANVSTVLTGK. The MHC is DRB1_1101 with pseudo-sequence DRB1_1101. The binding affinity (normalized) is 0.760. (6) The peptide sequence is AILTHVSQIQAVDVT. The binding affinity (normalized) is 0.313. The MHC is HLA-DQA10501-DQB10301 with pseudo-sequence HLA-DQA10501-DQB10301. (7) The peptide sequence is KAFVLDSDNLIPKVV. The MHC is DRB1_1001 with pseudo-sequence DRB1_1001. The binding affinity (normalized) is 0.704. (8) The MHC is HLA-DQA10401-DQB10402 with pseudo-sequence HLA-DQA10401-DQB10402. The binding affinity (normalized) is 0.0176. The peptide sequence is NNRIWLQFAKLTGFT. (9) The peptide sequence is AGIMIFDPYGATISA. The MHC is DRB1_1501 with pseudo-sequence DRB1_1501. The binding affinity (normalized) is 0.785. (10) The peptide sequence is KIEIDQDHQEEICEV. The MHC is DRB1_0101 with pseudo-sequence DRB1_0101. The binding affinity (normalized) is 0.355.